Dataset: Reaction yield outcomes from USPTO patents with 853,638 reactions. Task: Predict the reaction yield, written as a fraction of the theoretical maximum amount of product (1.0 means a 100% yield; for example, 0.34 means a 34% yield). (1) The catalyst is C(Cl)Cl. The reactants are C([N:4]1[C:12]2[C:7](=[CH:8][C:9]([C:13](Cl)=[O:14])=[CH:10][CH:11]=2)[C:6]([C:16]2[CH:21]=[CH:20][C:19]([F:22])=[CH:18][CH:17]=2)=[N:5]1)(=O)C.[OH-].[NH4+:24].O. The yield is 0.720. The product is [F:22][C:19]1[CH:20]=[CH:21][C:16]([C:6]2[C:7]3[C:12](=[CH:11][CH:10]=[C:9]([C:13]([NH2:24])=[O:14])[CH:8]=3)[NH:4][N:5]=2)=[CH:17][CH:18]=1. (2) The catalyst is ClCCl. The yield is 0.970. The reactants are [F:1][C:2]1[CH:10]=[CH:9][C:8]([C:11]([F:14])([F:13])[F:12])=[CH:7][C:3]=1[C:4](Cl)=[O:5].[CH3:15][O:16][C:17]1[CH:22]=[C:21]([NH2:23])[CH:20]=[CH:19][N:18]=1.N1C=CC=CC=1.Cl. The product is [F:1][C:2]1[CH:10]=[CH:9][C:8]([C:11]([F:14])([F:13])[F:12])=[CH:7][C:3]=1[C:4]([NH:23][C:21]1[CH:20]=[CH:19][N:18]=[C:17]([O:16][CH3:15])[CH:22]=1)=[O:5]. (3) The reactants are O=[C:2]([CH3:13])[CH2:3][C:4]1[CH:5]=[C:6]([CH2:10][C:11]#[N:12])[CH:7]=[CH:8][CH:9]=1.[C:14]1([C@H:20]([NH2:22])[CH3:21])[CH:19]=[CH:18][CH:17]=[CH:16][CH:15]=1.C(O[BH-](OC(=O)C)OC(=O)C)(=O)C.[Na+].[OH-].[Na+].C(=O)(O)[O-].[Na+].C(Cl)[Cl:45]. No catalyst specified. The product is [ClH:45].[C:14]1([C@H:20]([NH:22][C@H:2]([CH3:13])[CH2:3][C:4]2[CH:5]=[C:6]([CH2:10][C:11]#[N:12])[CH:7]=[CH:8][CH:9]=2)[CH3:21])[CH:19]=[CH:18][CH:17]=[CH:16][CH:15]=1. The yield is 0.550.